Dataset: Forward reaction prediction with 1.9M reactions from USPTO patents (1976-2016). Task: Predict the product of the given reaction. (1) Given the reactants [Cl:1][C:2]1[CH:3]=[N:4][C:5]2[N:6]([N:8]=[C:9]([C:11]([OH:13])=O)[CH:10]=2)[CH:7]=1.[Br:14][C:15]1[N:19]2[CH2:20][CH2:21][NH:22][CH2:23][C:18]2=[CH:17][C:16]=1[Br:24], predict the reaction product. The product is: [Cl:1][C:2]1[CH:3]=[N:4][C:5]2[N:6]([N:8]=[C:9]([C:11]([N:22]3[CH2:21][CH2:20][N:19]4[C:15]([Br:14])=[C:16]([Br:24])[CH:17]=[C:18]4[CH2:23]3)=[O:13])[CH:10]=2)[CH:7]=1. (2) The product is: [CH3:1][O:2][C:3]1[CH:4]=[C:5]([CH2:9][CH2:10][C:11]23[O:18][CH2:21][C@@H:20]([C:23]4[CH:28]=[CH:27][CH:26]=[CH:25][CH:24]=4)[N:19]2[C:15](=[O:17])[CH2:14][CH2:13][CH2:12]3)[CH:6]=[CH:7][CH:8]=1. Given the reactants [CH3:1][O:2][C:3]1[CH:4]=[C:5]([CH2:9][CH2:10][C:11](=[O:18])[CH2:12][CH2:13][CH2:14][C:15]([OH:17])=O)[CH:6]=[CH:7][CH:8]=1.[NH2:19][C@H:20]([C:23]1[CH:28]=[CH:27][CH:26]=[CH:25][CH:24]=1)[CH2:21]O.O, predict the reaction product. (3) Given the reactants Br[C:2]1[CH:3]=[C:4]([CH:7]=[O:8])[S:5][CH:6]=1.[CH3:9][CH:10]([CH3:16])[CH2:11]OB(O)O.C(=O)([O-])[O-].[Cs+].[Cs+], predict the reaction product. The product is: [CH2:9]([C:2]1[CH:3]=[C:4]([CH:7]=[O:8])[S:5][CH:6]=1)[CH:10]([CH3:16])[CH3:11]. (4) Given the reactants [CH2:1]([O:3][C:4](=[O:13])[C:5]1[CH:10]=[C:9]([CH3:11])[C:8](Cl)=[N:7][CH:6]=1)[CH3:2].C1C=CC(P([C:27]2[CH:32]=[CH:31]C=CC=2)C2C=CC=CC=2)=CC=1.[C:33]([O-])([O-])=O.[K+].[K+].N#N, predict the reaction product. The product is: [CH2:1]([O:3][C:4](=[O:13])[C:5]1[CH:10]=[C:9]([CH3:11])[C:8]([CH:33]=[C:32]([CH3:31])[CH3:27])=[N:7][CH:6]=1)[CH3:2]. (5) Given the reactants C[O:2][C:3]1[CH:4]=[CH:5][C:6]2[C:18](=[O:19])[C:17]3[C:16]4[N:15]=[CH:14][CH:13]=[CH:12][C:11]=4[O:10][C:9]=3[C:8]([CH3:21])([CH3:20])[C:7]=2[CH:22]=1.Cl.N1C=CC=CC=1.C(=O)(O)[O-].[Na+], predict the reaction product. The product is: [OH:2][C:3]1[CH:4]=[CH:5][C:6]2[C:18](=[O:19])[C:17]3[C:16]4[N:15]=[CH:14][CH:13]=[CH:12][C:11]=4[O:10][C:9]=3[C:8]([CH3:20])([CH3:21])[C:7]=2[CH:22]=1.